This data is from Catalyst prediction with 721,799 reactions and 888 catalyst types from USPTO. The task is: Predict which catalyst facilitates the given reaction. (1) Reactant: [CH2:1]([CH2:13][NH2:14])[CH2:2][C:3]([P:9]([O-:12])([OH:11])=[O:10])([P:5]([OH:8])([OH:7])=[O:6])[OH:4].[Na+:15].[OH2:16]. Product: [CH2:1]([CH2:13][NH2:14])[CH2:2][C:3]([P:5]([O-:7])([OH:8])=[O:6])([P:9]([OH:12])([OH:11])=[O:10])[OH:4].[OH2:16].[OH2:4].[OH2:4].[Na+:15]. The catalyst class is: 311. (2) Reactant: [OH:1][C:2]1[CH:3]=[C:4]([CH:9]=[C:10]([O:12][C:13]2[CH:18]=[CH:17][C:16]([C:19]3[O:20][C:21]([CH3:24])=[N:22][N:23]=3)=[CH:15][CH:14]=2)[CH:11]=1)[C:5]([O:7][CH3:8])=[O:6].O[C@H:26]1[CH2:30][CH2:29][NH:28][C:27]1=[O:31].C1(P(C2C=CC=CC=2)C2C=CC=CC=2)C=CC=CC=1.N(C(OC(C)C)=O)=NC(OC(C)C)=O. Product: [CH3:24][C:21]1[O:20][C:19]([C:16]2[CH:15]=[CH:14][C:13]([O:12][C:10]3[CH:9]=[C:4]([CH:3]=[C:2]([O:1][C@@H:26]4[CH2:30][CH2:29][NH:28][C:27]4=[O:31])[CH:11]=3)[C:5]([O:7][CH3:8])=[O:6])=[CH:18][CH:17]=2)=[N:23][N:22]=1. The catalyst class is: 1. (3) Reactant: [F:1][C:2]1[C:7]([F:8])=[CH:6][C:5]([N+:9]([O-:11])=[O:10])=[CH:4][C:3]=1[C@:12]12[CH2:20][O:19][C@H:18]([CH:21]([F:23])[F:22])[C@H:17]1[CH2:16][S:15][C:14]([NH2:24])=[N:13]2.[C:25](O[C:25]([O:27][C:28]([CH3:31])([CH3:30])[CH3:29])=[O:26])([O:27][C:28]([CH3:31])([CH3:30])[CH3:29])=[O:26].C(=O)(O)[O-].[Na+]. Product: [F:1][C:2]1[C:7]([F:8])=[CH:6][C:5]([N+:9]([O-:11])=[O:10])=[CH:4][C:3]=1[C@:12]12[CH2:20][O:19][C@H:18]([CH:21]([F:22])[F:23])[C@H:17]1[CH2:16][S:15][C:14]([NH:24][C:25](=[O:26])[O:27][C:28]([CH3:31])([CH3:30])[CH3:29])=[N:13]2. The catalyst class is: 1. (4) The catalyst class is: 1. Product: [CH3:7][N:8]1[C:16]2=[CH:15][N:14]=[CH:13][CH:12]=[C:11]2[CH:10]=[C:9]1[Si:17]([CH2:22][CH3:23])([CH2:20][CH3:21])[CH2:18][CH3:19]. Reactant: CC([O-])(C)C.[K+].[CH3:7][N:8]1[C:16]2[C:11](=[CH:12][CH:13]=[N:14][CH:15]=2)[CH:10]=[CH:9]1.[SiH:17]([CH2:22][CH3:23])([CH2:20][CH3:21])[CH2:18][CH3:19]. (5) Reactant: Cl[C:2]1[N:3]=[C:4]([N:22]2[CH2:27][CH2:26][O:25][CH2:24][CH2:23]2)[C:5]2[N:10]=[C:9]([CH2:11][N:12]3[CH2:17][CH2:16][N:15]([S:18]([CH3:21])(=[O:20])=[O:19])[CH2:14][CH2:13]3)[S:8][C:6]=2[N:7]=1.[NH:28]1[C:32]2=[N:33][CH:34]=[C:35](B(O)O)[CH:36]=[C:31]2[CH:30]=[CH:29]1.C(=O)([O-])[O-].[Na+].[Na+]. Product: [CH3:21][S:18]([N:15]1[CH2:16][CH2:17][N:12]([CH2:11][C:9]2[S:8][C:6]3[N:7]=[C:2]([C:35]4[CH:36]=[C:31]5[CH:30]=[CH:29][NH:28][C:32]5=[N:33][CH:34]=4)[N:3]=[C:4]([N:22]4[CH2:27][CH2:26][O:25][CH2:24][CH2:23]4)[C:5]=3[N:10]=2)[CH2:13][CH2:14]1)(=[O:20])=[O:19]. The catalyst class is: 745. (6) Reactant: [C:1]([C@H:4]1[O:12][C@H:11]2[C@H:7]([N:8]=[C:9]([N:13]([CH3:21])[C:14](=[O:20])[O:15][C:16]([CH3:19])([CH3:18])[CH3:17])[S:10]2)[C@@H:6]([O:22][CH2:23][C:24]2[CH:29]=[CH:28][C:27]([O:30][CH3:31])=[CH:26][CH:25]=2)[C@@H:5]1[O:32][CH2:33][C:34]1[CH:39]=[CH:38][C:37]([O:40][CH3:41])=[CH:36][CH:35]=1)(=O)[CH3:2].[CH:42]1([NH2:47])[CH2:46][CH2:45][CH2:44][CH2:43]1.[BH4-].[Na+]. The catalyst class is: 5. Product: [CH:42]1([NH:47][C@H:1]([C@H:4]2[O:12][C@H:11]3[C@H:7]([N:8]=[C:9]([N:13]([CH3:21])[C:14](=[O:20])[O:15][C:16]([CH3:19])([CH3:17])[CH3:18])[S:10]3)[C@@H:6]([O:22][CH2:23][C:24]3[CH:25]=[CH:26][C:27]([O:30][CH3:31])=[CH:28][CH:29]=3)[C@@H:5]2[O:32][CH2:33][C:34]2[CH:39]=[CH:38][C:37]([O:40][CH3:41])=[CH:36][CH:35]=2)[CH3:2])[CH2:46][CH2:45][CH2:44][CH2:43]1.